This data is from CYP2C9 inhibition data for predicting drug metabolism from PubChem BioAssay. The task is: Regression/Classification. Given a drug SMILES string, predict its absorption, distribution, metabolism, or excretion properties. Task type varies by dataset: regression for continuous measurements (e.g., permeability, clearance, half-life) or binary classification for categorical outcomes (e.g., BBB penetration, CYP inhibition). Dataset: cyp2c9_veith. (1) The molecule is O=C(O)c1c(Cl)c(Cl)c(Cl)c(Cl)c1C(=O)Nc1ccc2cn[nH]c2c1. The result is 1 (inhibitor). (2) The molecule is CCC[C@@H]1C[C@@]1(CCC)C(NS(=O)(=O)c1cccc2cccnc12)c1ccc(Cl)cc1. The result is 1 (inhibitor).